From a dataset of Peptide-MHC class I binding affinity with 185,985 pairs from IEDB/IMGT. Regression. Given a peptide amino acid sequence and an MHC pseudo amino acid sequence, predict their binding affinity value. This is MHC class I binding data. The peptide sequence is FMYEGDTPL. The MHC is HLA-B27:20 with pseudo-sequence HLA-B27:20. The binding affinity (normalized) is 1.00.